From a dataset of NCI-60 drug combinations with 297,098 pairs across 59 cell lines. Regression. Given two drug SMILES strings and cell line genomic features, predict the synergy score measuring deviation from expected non-interaction effect. (1) Drug 1: CN(C)N=NC1=C(NC=N1)C(=O)N. Drug 2: CCC(=C(C1=CC=CC=C1)C2=CC=C(C=C2)OCCN(C)C)C3=CC=CC=C3.C(C(=O)O)C(CC(=O)O)(C(=O)O)O. Cell line: EKVX. Synergy scores: CSS=-3.61, Synergy_ZIP=0.0166, Synergy_Bliss=-3.73, Synergy_Loewe=-6.35, Synergy_HSA=-5.23. (2) Drug 1: CC1=C(C=C(C=C1)NC(=O)C2=CC=C(C=C2)CN3CCN(CC3)C)NC4=NC=CC(=N4)C5=CN=CC=C5. Drug 2: C1CN(CCN1C(=O)CCBr)C(=O)CCBr. Cell line: COLO 205. Synergy scores: CSS=29.6, Synergy_ZIP=-8.90, Synergy_Bliss=-3.18, Synergy_Loewe=2.55, Synergy_HSA=1.04. (3) Drug 1: C1CCN(CC1)CCOC2=CC=C(C=C2)C(=O)C3=C(SC4=C3C=CC(=C4)O)C5=CC=C(C=C5)O. Drug 2: CCCCCOC(=O)NC1=NC(=O)N(C=C1F)C2C(C(C(O2)C)O)O. Cell line: CCRF-CEM. Synergy scores: CSS=-4.46, Synergy_ZIP=3.84, Synergy_Bliss=2.07, Synergy_Loewe=-6.06, Synergy_HSA=-6.31. (4) Drug 1: C1C(C(OC1N2C=C(C(=O)NC2=O)F)CO)O. Drug 2: CS(=O)(=O)CCNCC1=CC=C(O1)C2=CC3=C(C=C2)N=CN=C3NC4=CC(=C(C=C4)OCC5=CC(=CC=C5)F)Cl. Cell line: HS 578T. Synergy scores: CSS=13.5, Synergy_ZIP=-6.33, Synergy_Bliss=2.83, Synergy_Loewe=-17.5, Synergy_HSA=0.309.